From a dataset of Full USPTO retrosynthesis dataset with 1.9M reactions from patents (1976-2016). Predict the reactants needed to synthesize the given product. (1) Given the product [C:1]12([O:15][CH2:16][CH2:17][O:18]1)[C:10]1[C:5](=[CH:6][CH:7]=[CH:8][CH:9]=1)[CH2:4][C@@H:3]([CH:11]=[O:12])[CH2:2]2, predict the reactants needed to synthesize it. The reactants are: [C:1]12([O:18][CH2:17][CH2:16][O:15]1)[C:10]1[C:5](=[CH:6][CH:7]=[CH:8][CH:9]=1)[CH2:4][C@@H:3]([C:11](OC)=[O:12])[CH2:2]2.CC(C[AlH]CC(C)C)C. (2) Given the product [Cl:34][C:35]1[CH:56]=[C:55]([Cl:57])[CH:54]=[CH:53][C:36]=1[C:37]([NH:39][CH2:40][C:41]1([N:47]2[CH2:52][CH2:51][CH2:50][CH2:49][CH2:48]2)[CH2:44][CH:43]([CH2:45][O:46][C:59](=[S:58])[CH3:60])[CH2:42]1)=[O:38], predict the reactants needed to synthesize it. The reactants are: N(C(OC(C)C)=O)=NC(OC(C)C)=O.C1(P(C2C=CC=CC=2)C2C=CC=CC=2)C=CC=CC=1.[Cl:34][C:35]1[CH:56]=[C:55]([Cl:57])[CH:54]=[CH:53][C:36]=1[C:37]([NH:39][CH2:40][C:41]1([N:47]2[CH2:52][CH2:51][CH2:50][CH2:49][CH2:48]2)[CH2:44][CH:43]([CH2:45][OH:46])[CH2:42]1)=[O:38].[S:58]1C=C[CH:60]=[C:59]1CC(O)=O. (3) Given the product [F:23][C:2]([F:24])([F:1])[C:3]1[CH:4]=[C:5]([C:13]2[N:17]=[CH:16][N:15](/[CH:18]=[CH:19]\[C:20]([NH:34][NH:33][C:31]([C:26]3[CH:27]=[N:28][CH:29]=[CH:30][N:25]=3)=[O:32])=[O:21])[N:14]=2)[CH:6]=[C:7]([C:9]([F:12])([F:10])[F:11])[CH:8]=1, predict the reactants needed to synthesize it. The reactants are: [F:1][C:2]([F:24])([F:23])[C:3]1[CH:4]=[C:5]([C:13]2[N:17]=[CH:16][N:15](/[CH:18]=[CH:19]\[C:20](O)=[O:21])[N:14]=2)[CH:6]=[C:7]([C:9]([F:12])([F:11])[F:10])[CH:8]=1.[N:25]1[CH:30]=[CH:29][N:28]=[CH:27][C:26]=1[C:31]([NH:33][NH2:34])=[O:32].C(P1(=O)OP(CCC)(=O)OP(CCC)(=O)O1)CC.CCN(C(C)C)C(C)C. (4) Given the product [Cl:1][C:2]1[CH:9]=[C:8]([O:10][CH2:27][O:26][CH2:25][CH2:24][Si:21]([CH3:23])([CH3:22])[CH3:20])[CH:7]=[CH:6][C:3]=1[C:4]#[N:5], predict the reactants needed to synthesize it. The reactants are: [Cl:1][C:2]1[CH:9]=[C:8]([OH:10])[CH:7]=[CH:6][C:3]=1[C:4]#[N:5].CCN(C(C)C)C(C)C.[CH3:20][Si:21]([CH2:24][CH2:25][O:26][CH2:27]Cl)([CH3:23])[CH3:22].